Task: Regression. Given two drug SMILES strings and cell line genomic features, predict the synergy score measuring deviation from expected non-interaction effect.. Dataset: Merck oncology drug combination screen with 23,052 pairs across 39 cell lines (1) Drug 1: O=C(CCCCCCC(=O)Nc1ccccc1)NO. Drug 2: COC1=C2CC(C)CC(OC)C(O)C(C)C=C(C)C(OC(N)=O)C(OC)C=CC=C(C)C(=O)NC(=CC1=O)C2=O. Cell line: UACC62. Synergy scores: synergy=-31.3. (2) Drug 1: CN1C(=O)C=CC2(C)C3CCC4(C)C(NC(=O)OCC(F)(F)F)CCC4C3CCC12. Drug 2: CN(Cc1cnc2nc(N)nc(N)c2n1)c1ccc(C(=O)NC(CCC(=O)O)C(=O)O)cc1. Cell line: SKOV3. Synergy scores: synergy=1.79. (3) Drug 1: NC(=O)c1cccc2cn(-c3ccc(C4CCCNC4)cc3)nc12. Cell line: KPL1. Synergy scores: synergy=17.8. Drug 2: Cn1c(=O)n(-c2ccc(C(C)(C)C#N)cc2)c2c3cc(-c4cnc5ccccc5c4)ccc3ncc21. (4) Drug 1: CN(C)C(=N)N=C(N)N. Drug 2: Cn1cc(-c2cnn3c(N)c(Br)c(C4CCCNC4)nc23)cn1. Cell line: HT29. Synergy scores: synergy=-1.37. (5) Drug 1: CC(C)CC(NC(=O)C(Cc1ccccc1)NC(=O)c1cnccn1)B(O)O. Drug 2: Cc1nc(Nc2ncc(C(=O)Nc3c(C)cccc3Cl)s2)cc(N2CCN(CCO)CC2)n1. Cell line: KPL1. Synergy scores: synergy=28.2. (6) Drug 1: CN(C)C(=N)N=C(N)N. Drug 2: COC1=C2CC(C)CC(OC)C(O)C(C)C=C(C)C(OC(N)=O)C(OC)C=CC=C(C)C(=O)NC(=CC1=O)C2=O. Cell line: VCAP. Synergy scores: synergy=-15.4. (7) Drug 2: COC1CC2CCC(C)C(O)(O2)C(=O)C(=O)N2CCCCC2C(=O)OC(C(C)CC2CCC(OP(C)(C)=O)C(OC)C2)CC(=O)C(C)C=C(C)C(O)C(OC)C(=O)C(C)CC(C)C=CC=CC=C1C. Cell line: NCIH460. Synergy scores: synergy=27.4. Drug 1: CCN(CC)CCNC(=O)c1c(C)[nH]c(C=C2C(=O)Nc3ccc(F)cc32)c1C.